Task: Predict the reactants needed to synthesize the given product.. Dataset: Full USPTO retrosynthesis dataset with 1.9M reactions from patents (1976-2016) Given the product [Cl:22][C:18]1[CH:17]=[C:16]([C:15]2[S:14][C:13]([CH3:23])=[N:12][C:11]=2[C:9]([N:8]2[CH2:7][C@H:6]3[C@H:4]([CH2:5]3)[C@H:3]2[CH2:2][NH:1][C:34]([C:33]2[C:28]3[O:27][CH2:26][CH2:25][O:24][C:29]=3[CH:30]=[CH:31][CH:32]=2)=[O:35])=[O:10])[CH:21]=[CH:20][CH:19]=1, predict the reactants needed to synthesize it. The reactants are: [NH2:1][CH2:2][C@H:3]1[N:8]([C:9]([C:11]2[N:12]=[C:13]([CH3:23])[S:14][C:15]=2[C:16]2[CH:21]=[CH:20][CH:19]=[C:18]([Cl:22])[CH:17]=2)=[O:10])[CH2:7][C@H:6]2[C@@H:4]1[CH2:5]2.[O:24]1[C:29]2[CH:30]=[CH:31][CH:32]=[C:33]([C:34](O)=[O:35])[C:28]=2[O:27][CH2:26][CH2:25]1.